Dataset: Full USPTO retrosynthesis dataset with 1.9M reactions from patents (1976-2016). Task: Predict the reactants needed to synthesize the given product. (1) The reactants are: [CH3:1][S:2]([C:5]1[CH:10]=[CH:9][CH:8]=[CH:7][C:6]=1[C:11]1[C:20]([CH:21]([NH2:23])[CH3:22])=[CH:19][C:18]2[C:13](=[CH:14][CH:15]=[CH:16][N:17]=2)[N:12]=1)(=[O:4])=[O:3].[NH2:24][C:25]1[C:30]([C:31]#[N:32])=[C:29](Cl)[N:28]=[CH:27][N:26]=1.CCN(C(C)C)C(C)C.O. Given the product [NH2:24][C:25]1[C:30]([C:31]#[N:32])=[C:29]([NH:23][CH:21]([C:20]2[C:11]([C:6]3[CH:7]=[CH:8][CH:9]=[CH:10][C:5]=3[S:2]([CH3:1])(=[O:3])=[O:4])=[N:12][C:13]3[C:18]([CH:19]=2)=[N:17][CH:16]=[CH:15][CH:14]=3)[CH3:22])[N:28]=[CH:27][N:26]=1, predict the reactants needed to synthesize it. (2) Given the product [CH2:1]([N:3]1[C:12]2[C:7](=[CH:8][C:9]([I:13])=[CH:10][CH:11]=2)[C:6](=[O:14])[C:5]([C:15]([OH:17])=[O:16])=[CH:4]1)[CH3:2], predict the reactants needed to synthesize it. The reactants are: [CH2:1]([N:3]1[C:12]2[C:7](=[CH:8][C:9]([I:13])=[CH:10][CH:11]=2)[C:6](=[O:14])[C:5]([C:15]([O:17]CC)=[O:16])=[CH:4]1)[CH3:2].[OH-].[Na+].